This data is from Reaction yield outcomes from USPTO patents with 853,638 reactions. The task is: Predict the reaction yield, written as a fraction of the theoretical maximum amount of product (1.0 means a 100% yield; for example, 0.34 means a 34% yield). (1) The reactants are [Cl:1][C:2]1[CH:3]=[CH:4][C:5]([NH:8][C:9](=[O:25])[C:10]2[CH:15]=[C:14]([F:16])[CH:13]=[CH:12][C:11]=2[NH:17][CH2:18][CH:19]2[CH2:24][CH2:23][NH:22][CH2:21][CH2:20]2)=[N:6][CH:7]=1.Cl.Cl[C:28]1[CH:33]=[CH:32][N:31]=[CH:30][CH:29]=1.C(N(CC)CC)C. The catalyst is C(O)C. The product is [Cl:1][C:2]1[CH:3]=[CH:4][C:5]([NH:8][C:9](=[O:25])[C:10]2[CH:15]=[C:14]([F:16])[CH:13]=[CH:12][C:11]=2[NH:17][CH2:18][CH:19]2[CH2:20][CH2:21][N:22]([C:28]3[CH:33]=[CH:32][N:31]=[CH:30][CH:29]=3)[CH2:23][CH2:24]2)=[N:6][CH:7]=1. The yield is 0.240. (2) The reactants are S1[CH:5]=[CH:4][N:3]=[C:2]1[CH:6]=O.[NH:8]1[CH:12]=[CH:11][CH:10]=[CH:9]1.[C:13](O)(C(F)(F)F)=O. The catalyst is C(Cl)Cl. The product is [CH:5]1[CH:6]=[C:2]([CH2:13][C:12]2[NH:8][CH:9]=[CH:10][CH:11]=2)[NH:3][CH:4]=1. The yield is 0.620. (3) The yield is 0.840. The product is [C:20]([Si:23]([O:10][CH2:9][C:7]1[CH:8]=[C:3]([O:2][CH3:1])[CH:4]=[CH:5][C:6]=1[N+:11]([O-:13])=[O:12])([CH3:25])[CH3:24])([CH3:22])([CH3:21])[CH3:19]. The catalyst is C1COCC1.CN(C=O)C. The reactants are [CH3:1][O:2][C:3]1[CH:4]=[CH:5][C:6]([N+:11]([O-:13])=[O:12])=[C:7]([CH2:9][OH:10])[CH:8]=1.N1C=CN=C1.[CH3:19][C:20]([Si:23](Cl)([CH3:25])[CH3:24])([CH3:22])[CH3:21].